This data is from HIV replication inhibition screening data with 41,000+ compounds from the AIDS Antiviral Screen. The task is: Binary Classification. Given a drug SMILES string, predict its activity (active/inactive) in a high-throughput screening assay against a specified biological target. (1) The compound is COC(=O)c1cc(=NNC(=O)CC(=O)Nc2ccccc2OC)c2ccccc2o1. The result is 0 (inactive). (2) The drug is NCCCNCCCCN1CC1. The result is 0 (inactive).